From a dataset of Forward reaction prediction with 1.9M reactions from USPTO patents (1976-2016). Predict the product of the given reaction. (1) Given the reactants [CH3:1][O:2][C:3]1[C:12]([NH:13][C:14](=[O:22])OC2C=CC=CC=2)=[N:11][C:10]2[C:5](=[CH:6][CH:7]=[CH:8][CH:9]=2)[N:4]=1.[F:23][C:24]1[CH:29]=[CH:28][CH:27]=[CH:26][C:25]=1[N:30]1[CH2:35][CH2:34][NH:33][CH2:32][CH2:31]1, predict the reaction product. The product is: [CH3:1][O:2][C:3]1[C:12]([NH:13][C:14]([N:33]2[CH2:32][CH2:31][N:30]([C:25]3[CH:26]=[CH:27][CH:28]=[CH:29][C:24]=3[F:23])[CH2:35][CH2:34]2)=[O:22])=[N:11][C:10]2[C:5](=[CH:6][CH:7]=[CH:8][CH:9]=2)[N:4]=1. (2) Given the reactants Br[CH2:2][C:3]1[C:7]2[CH:8]=[CH:9][C:10]([F:12])=[CH:11][C:6]=2[S:5][N:4]=1.[ClH:13].[F:14][C:15]1[CH:20]=[CH:19][C:18]([S:21]([CH2:24][CH:25]2[CH2:28][NH:27][CH2:26]2)(=[O:23])=[O:22])=[CH:17][CH:16]=1.C(=O)([O-])[O-].[K+].[K+], predict the reaction product. The product is: [ClH:13].[F:12][C:10]1[CH:9]=[CH:8][C:7]2[C:3]([CH2:2][N:27]3[CH2:28][CH:25]([CH2:24][S:21]([C:18]4[CH:19]=[CH:20][C:15]([F:14])=[CH:16][CH:17]=4)(=[O:23])=[O:22])[CH2:26]3)=[N:4][S:5][C:6]=2[CH:11]=1. (3) Given the reactants C([Si]([O:8][Si:9]([CH3:15])([CH3:14])[C:10]([CH3:13])([CH3:12])[CH3:11])(C)C)(C)(C)C.C(OC(=O)C(O)CN[C:23]1[CH:28]=[CH:27][CH:26]=[CH:25][CH:24]=1)C.[CH3:31][C:32]1[N:33]=[C:34]2[C:39](=O)[CH2:38][CH2:37][CH2:36][N:35]2[C:41]=1[CH3:42].[OH2:43], predict the reaction product. The product is: [C:10]([Si:9]([CH3:14])([CH3:15])[O:8][CH:41]1[CH:32]([C:23]2[CH:24]=[CH:25][CH:26]=[CH:27][CH:28]=2)[NH:33][C:39]2[C:34]3=[N:33][C:32]([CH3:31])=[C:41]([CH3:42])[N:35]3[CH2:36][CH2:37][C:38]=2[C:42]1=[O:43])([CH3:11])([CH3:12])[CH3:13]. (4) Given the reactants [Br:1][C:2]1[CH:3]=[C:4]([NH2:9])[C:5]([Cl:8])=[N:6][CH:7]=1.C(N(C(C)C)CC)(C)C.[CH3:19][S:20](Cl)(=[O:22])=[O:21].C(=O)([O-])[O-].[K+].[K+].C(O)(=O)CC(CC(O)=O)(C(O)=O)O, predict the reaction product. The product is: [Br:1][C:2]1[CH:3]=[C:4]([NH:9][S:20]([CH3:19])(=[O:22])=[O:21])[C:5]([Cl:8])=[N:6][CH:7]=1. (5) Given the reactants C([O:5][C:6](=[O:24])[C@@H:7]([NH:12][C:13]1[CH:18]=[C:17]([C:19]([F:22])([F:21])[F:20])[CH:16]=[C:15]([CH3:23])[CH:14]=1)[C:8]([CH3:11])([CH3:10])[CH3:9])(C)(C)C, predict the reaction product. The product is: [CH3:23][C:15]1[CH:14]=[C:13]([NH:12][C@@H:7]([C:8]([CH3:11])([CH3:10])[CH3:9])[C:6]([OH:24])=[O:5])[CH:18]=[C:17]([C:19]([F:22])([F:21])[F:20])[CH:16]=1.